This data is from Reaction yield outcomes from USPTO patents with 853,638 reactions. The task is: Predict the reaction yield, written as a fraction of the theoretical maximum amount of product (1.0 means a 100% yield; for example, 0.34 means a 34% yield). (1) The reactants are [Br:1][C:2]1[CH:7]=[CH:6][C:5]([O:8][CH3:9])=[CH:4][C:3]=1[NH2:10].[CH3:11][C:12]1([CH3:20])[O:17][C:16](=[O:18])[CH2:15][C:14](=[O:19])[O:13]1.[CH:21](OCC)(OCC)OCC. The catalyst is C(O)C. The product is [Br:1][C:2]1[CH:7]=[CH:6][C:5]([O:8][CH3:9])=[CH:4][C:3]=1[NH:10][CH:21]=[C:15]1[C:16](=[O:18])[O:17][C:12]([CH3:20])([CH3:11])[O:13][C:14]1=[O:19]. The yield is 0.910. (2) The reactants are [Li]CCCC.Br[C:7]1[CH:12]=[CH:11][CH:10]=[CH:9][C:8]=1[CH:13]([F:15])[F:14].CN([CH:19]=[O:20])C. The catalyst is C1COCC1. The product is [F:14][CH:13]([F:15])[C:8]1[CH:9]=[CH:10][CH:11]=[CH:12][C:7]=1[CH:19]=[O:20]. The yield is 0.940. (3) The reactants are [NH2:1][C:2]1[C:9]([F:10])=[CH:8]C(C#N)=[C:4]([O:11][CH3:12])[CH:3]=1.[OH-:13].[Na+].[CH2:15]([OH:17])[CH3:16]. No catalyst specified. The product is [NH2:1][C:2]1[C:9]([F:10])=[CH:8][C:16]([C:15]([OH:13])=[O:17])=[C:4]([O:11][CH3:12])[CH:3]=1. The yield is 0.800. (4) The reactants are Cl.[N:2]1[CH:7]=[CH:6][CH:5]=[CH:4][C:3]=1[S:8][S:9][CH2:10][CH2:11][NH2:12].P(Cl)(Cl)(Cl)=O.C(N(CC)CC)C.N1C=CC=CC=1SSCC[N:35]([CH2:40][CH2:41][S:42][S:43][C:44]1[CH:49]=[CH:48][CH:47]=[CH:46][N:45]=1)[P:36](Cl)(Cl)=[O:37].[NH2:50][CH2:51][CH2:52][C:53]([OH:55])=[O:54]. The catalyst is C1COCC1.C1COCC1.O. The product is [N:2]1[CH:7]=[CH:6][CH:5]=[CH:4][C:3]=1[S:8][S:9][CH2:10][CH2:11][NH:12][P:36]([NH:50][CH2:51][CH2:52][C:53]([OH:55])=[O:54])([NH:35][CH2:40][CH2:41][S:42][S:43][C:44]1[CH:49]=[CH:48][CH:47]=[CH:46][N:45]=1)=[O:37]. The yield is 0.630. (5) The reactants are [CH3:1][O:2][C:3](=[O:28])[CH2:4][CH2:5][C@H:6]([C@@H:8]1[C@:25]2([CH3:26])[C@H:11]([C@H:12]3[C@H:22]([CH2:23][CH2:24]2)[C@:20]2([CH3:21])[C:15](=[CH:16][C:17](=[O:27])[CH2:18][CH2:19]2)[CH2:14][CH2:13]3)[CH2:10][CH2:9]1)[CH3:7].[Li].C(OCC)(=O)C.CCCCCC. The catalyst is CCOCC. The product is [CH3:1][O:2][C:3](=[O:28])[CH2:4][CH2:5][C@H:6]([C@@H:8]1[C@:25]2([CH3:26])[C@H:11]([C@H:12]3[C@H:22]([CH2:23][CH2:24]2)[C@:20]2([CH3:21])[C@H:15]([CH2:16][C:17](=[O:27])[CH2:18][CH2:19]2)[CH2:14][CH2:13]3)[CH2:10][CH2:9]1)[CH3:7]. The yield is 0.290. (6) The reactants are C([O:7][C:8]1[CH:9]=[C:10]2[C:14](=[C:15]([N:17]([CH3:27])[S:18]([C:21]3[CH:26]=[CH:25][CH:24]=[CH:23][N:22]=3)(=[O:20])=[O:19])[CH:16]=1)[NH:13][C:12]([C:28]1[S:29][CH:30]([CH:33](OC)OC)[CH2:31][N:32]=1)=[CH:11]2)(=O)C(C)(C)C.O.S(=O)(=O)(O)O.C(=O)([O-])O.[Na+].F[C:50](F)(F)[C:51](O)=O. No catalyst specified. The product is [OH:7][C:8]1[CH:9]=[C:10]2[C:14](=[C:15]([N:17]([CH3:27])[S:18]([C:21]3[CH:26]=[CH:25][CH:24]=[CH:23][N:22]=3)(=[O:19])=[O:20])[CH:16]=1)[NH:13][C:12]([C:28]1[S:29][CH:30]([CH2:33][N:13]3[CH2:51][CH2:50][S:29][CH2:28][CH2:12]3)[CH2:31][N:32]=1)=[CH:11]2. The yield is 0.850.